Dataset: Reaction yield outcomes from USPTO patents with 853,638 reactions. Task: Predict the reaction yield, written as a fraction of the theoretical maximum amount of product (1.0 means a 100% yield; for example, 0.34 means a 34% yield). (1) The yield is 0.665. The catalyst is C(Cl)Cl.CCOC(C)=O.C(N(CC)CC)C. The reactants are Cl[C:2](OC1C=CC([N+]([O-])=O)=CC=1)=[O:3].[CH3:14][Si:15]([CH3:57])([CH3:56])[CH2:16][CH2:17][O:18][C:19](=[O:55])[NH:20][C:21]1[CH:26]=[C:25]([CH3:27])[C:24]([C:28]2[CH:33]=[CH:32][CH:31]=[C:30]([S:34]([C:37]3[CH:41]=[C:40]([C:42]([NH:44][C:45]([O:47][C:48]([CH3:51])([CH3:50])[CH3:49])=[O:46])=[NH:43])[S:39][C:38]=3[S:52][CH3:53])(=[O:36])=[O:35])[CH:29]=2)=[C:23]([NH2:54])[CH:22]=1.N1C=CC=CC=1.[CH3:64][O:65][C:66](=[O:80])[C:67]1[CH:72]=[CH:71][C:70]([O:73][CH2:74][CH2:75][CH2:76][CH2:77][CH2:78][NH2:79])=[CH:69][CH:68]=1. The product is [CH3:64][O:65][C:66](=[O:80])[C:67]1[CH:68]=[CH:69][C:70]([O:73][CH2:74][CH2:75][CH2:76][CH2:77][CH2:78][NH:79][C:2]([NH:54][C:23]2[CH:22]=[C:21]([NH:20][C:19]([O:18][CH2:17][CH2:16][Si:15]([CH3:14])([CH3:56])[CH3:57])=[O:55])[CH:26]=[C:25]([CH3:27])[C:24]=2[C:28]2[CH:33]=[CH:32][CH:31]=[C:30]([S:34]([C:37]3[CH:41]=[C:40]([C:42]([NH:44][C:45]([O:47][C:48]([CH3:50])([CH3:51])[CH3:49])=[O:46])=[NH:43])[S:39][C:38]=3[S:52][CH3:53])(=[O:35])=[O:36])[CH:29]=2)=[O:3])=[CH:71][CH:72]=1. (2) The reactants are [C:1]([C:3]1[CH:4]=[C:5]([C:13]2[S:17][C:16]([C:18]3[CH:26]=[CH:25][CH:24]=[C:23]4[C:19]=3[CH2:20][CH2:21][C@@H:22]4[NH:27]C(=O)OC(C)(C)C)=[N:15][N:14]=2)[CH:6]=[CH:7][C:8]=1[O:9][CH:10]([CH3:12])[CH3:11])#[N:2].[ClH:35]. The catalyst is O1CCOCC1.C(OCC)C. The product is [ClH:35].[NH2:27][C@@H:22]1[C:23]2[C:19](=[C:18]([C:16]3[S:17][C:13]([C:5]4[CH:6]=[CH:7][C:8]([O:9][CH:10]([CH3:12])[CH3:11])=[C:3]([CH:4]=4)[C:1]#[N:2])=[N:14][N:15]=3)[CH:26]=[CH:25][CH:24]=2)[CH2:20][CH2:21]1. The yield is 0.960. (3) The reactants are [Cl:1][C:2]1[CH:14]=[C:13]([Cl:15])[C:12]([O:16][C:17]2[N:21]([CH3:22])[N:20]=[C:19]([CH3:23])[C:18]=2/[CH:24]=[CH:25]/[CH2:26][OH:27])=[CH:11][C:3]=1[O:4][C@@H:5]([CH3:10])[C:6]([O:8][CH3:9])=[O:7].[CH2:28]([N:30]=[C:31]=[O:32])[CH3:29]. The catalyst is N1C=CC=CC=1. The product is [Cl:1][C:2]1[CH:14]=[C:13]([Cl:15])[C:12]([O:16][C:17]2[N:21]([CH3:22])[N:20]=[C:19]([CH3:23])[C:18]=2/[CH:24]=[CH:25]/[CH2:26][O:27][C:31](=[O:32])[NH:30][CH2:28][CH3:29])=[CH:11][C:3]=1[O:4][C@@H:5]([CH3:10])[C:6]([O:8][CH3:9])=[O:7]. The yield is 1.00. (4) The reactants are C([N:8]1[CH2:13][CH2:12][N:11](CC2C=CC=CC=2)[CH2:10][CH:9]1[CH2:21][N:22]([CH3:24])[CH3:23])C1C=CC=CC=1. The catalyst is CCO.[Pd]. The product is [CH3:23][N:22]([CH3:24])[CH2:21][CH:9]1[CH2:10][NH:11][CH2:12][CH2:13][NH:8]1. The yield is 1.00. (5) The reactants are [NH2:1][C:2]1[N:7]=[CH:6][N:5]=[C:4]2[N:8]([CH2:21][C:22]3[O:23][C:24]4[C:29]([C:30](=[O:39])[C:31]=3[C:32]3[CH:37]=[CH:36][CH:35]=[C:34]([F:38])[CH:33]=3)=[CH:28][C:27]([F:40])=[CH:26][CH:25]=4)[N:9]=[C:10]([C:11]3[CH:16]=[C:15]([F:17])[C:14]([O:18]C)=[C:13]([F:20])[CH:12]=3)[C:3]=12. The catalyst is ClCCl.B(Br)(Br)Br. The product is [NH2:1][C:2]1[N:7]=[CH:6][N:5]=[C:4]2[N:8]([CH2:21][C:22]3[O:23][C:24]4[C:29]([C:30](=[O:39])[C:31]=3[C:32]3[CH:37]=[CH:36][CH:35]=[C:34]([F:38])[CH:33]=3)=[CH:28][C:27]([F:40])=[CH:26][CH:25]=4)[N:9]=[C:10]([C:11]3[CH:12]=[C:13]([F:20])[C:14]([OH:18])=[C:15]([F:17])[CH:16]=3)[C:3]=12. The yield is 0.230.